From a dataset of Full USPTO retrosynthesis dataset with 1.9M reactions from patents (1976-2016). Predict the reactants needed to synthesize the given product. The reactants are: [NH2:1][C:2]1[C:7]([C:8]([C:10]2[CH:15]=[C:14]([F:16])[CH:13]=[CH:12][C:11]=2[O:17][CH3:18])=[O:9])=[CH:6][N:5]=[C:4]([NH:19][CH:20]2[CH2:25][CH2:24][N:23]([S:26]([CH2:29][CH2:30][CH2:31]Cl)(=[O:28])=[O:27])[CH2:22][CH2:21]2)[N:3]=1.[NH2:33][C:34]([CH3:38])([CH3:37])[CH2:35][OH:36]. Given the product [NH2:1][C:2]1[C:7]([C:8]([C:10]2[CH:15]=[C:14]([F:16])[CH:13]=[CH:12][C:11]=2[O:17][CH3:18])=[O:9])=[CH:6][N:5]=[C:4]([NH:19][CH:20]2[CH2:25][CH2:24][N:23]([S:26]([CH2:29][CH2:30][CH2:31][NH:33][C:34]([CH3:38])([CH3:37])[CH2:35][OH:36])(=[O:28])=[O:27])[CH2:22][CH2:21]2)[N:3]=1, predict the reactants needed to synthesize it.